Dataset: Reaction yield outcomes from USPTO patents with 853,638 reactions. Task: Predict the reaction yield, written as a fraction of the theoretical maximum amount of product (1.0 means a 100% yield; for example, 0.34 means a 34% yield). The reactants are CO[C:3]([C:5]1[C:10]([NH2:11])=[N:9][CH:8]=[C:7]([CH:12]2[CH2:16][CH2:15][CH2:14][O:13]2)[N:6]=1)=[O:4].Cl.[CH3:18][NH:19][C:20]([C:22]1[C:26]([NH2:27])=[CH:25][N:24]([CH3:28])[N:23]=1)=[O:21]. No catalyst specified. The product is [NH2:11][C:10]1[C:5]([C:3]([NH:27][C:26]2[C:22]([C:20](=[O:21])[NH:19][CH3:18])=[N:23][N:24]([CH3:28])[CH:25]=2)=[O:4])=[N:6][C:7]([CH:12]2[CH2:16][CH2:15][CH2:14][O:13]2)=[CH:8][N:9]=1. The yield is 0.640.